Dataset: Reaction yield outcomes from USPTO patents with 853,638 reactions. Task: Predict the reaction yield, written as a fraction of the theoretical maximum amount of product (1.0 means a 100% yield; for example, 0.34 means a 34% yield). (1) The reactants are Cl[C:2]1[N:7]=[C:6]([N:8]2[CH2:13][CH2:12][O:11][CH2:10][CH2:9]2)[N:5]=[C:4]([N:14]2[C:18]3[CH:19]=[CH:20][CH:21]=[C:22]([O:23][CH3:24])[C:17]=3[N:16]=[C:15]2[CH:25]([F:27])[F:26])[N:3]=1.[NH2:28][C:29]1[CH:30]=[N:31][C:32]([Cl:35])=[N:33][CH:34]=1.C1C=CC(P(C2C(C3C(P(C4C=CC=CC=4)C4C=CC=CC=4)=CC=C4C=3C=CC=C4)=C3C(C=CC=C3)=CC=2)C2C=CC=CC=2)=CC=1.C([O-])([O-])=O.[Cs+].[Cs+].C([O-])(O)=O.[Na+]. The catalyst is O1CCOCC1.CC([O-])=O.CC([O-])=O.[Pd+2]. The product is [Cl:35][C:32]1[N:33]=[CH:34][C:29]([NH:28][C:2]2[N:3]=[C:4]([N:14]3[C:18]4[CH:19]=[CH:20][CH:21]=[C:22]([O:23][CH3:24])[C:17]=4[N:16]=[C:15]3[CH:25]([F:26])[F:27])[N:5]=[C:6]([N:8]3[CH2:13][CH2:12][O:11][CH2:10][CH2:9]3)[N:7]=2)=[CH:30][N:31]=1. The yield is 0.360. (2) The reactants are CO[O:3][P:4]([O:9][CH2:10][CH:11]([OH:34])[CH2:12][O:13][C:14]([N:16]1[C:24]2[C:19](=[CH:20][CH:21]=[CH:22][CH:23]=2)/[C:18](=[CH:25]/[C:26]2[NH:27][C:28]([CH3:32])=[CH:29][C:30]=2[CH3:31])/[C:17]1=[O:33])=[O:15])([O:6]OC)=[O:5].C[Si](Br)(C)C. The catalyst is C(#N)C.ClCCl. The product is [OH:34][CH:11]([CH2:10][O:9][P:4]([OH:5])([OH:6])=[O:3])[CH2:12][O:13][C:14]([N:16]1[C:24]2[C:19](=[CH:20][CH:21]=[CH:22][CH:23]=2)/[C:18](=[CH:25]/[C:26]2[NH:27][C:28]([CH3:32])=[CH:29][C:30]=2[CH3:31])/[C:17]1=[O:33])=[O:15]. The yield is 0.620.